This data is from Forward reaction prediction with 1.9M reactions from USPTO patents (1976-2016). The task is: Predict the product of the given reaction. Given the reactants [Cl:1][C:2]1[C:8]([O:9]C)=[CH:7][C:5]([NH2:6])=[C:4]([O:11][CH3:12])[CH:3]=1.[F:13][C:14]1[CH:15]=[C:16]([CH:20]=[CH:21][C:22]=1[O:23]C)C(O)=O, predict the reaction product. The product is: [Cl:1][C:2]1[C:8]([OH:9])=[CH:7][C:5]2[N:6]=[C:12]([C:16]3[CH:20]=[CH:21][C:22]([OH:23])=[C:14]([F:13])[CH:15]=3)[O:11][C:4]=2[CH:3]=1.